Dataset: Forward reaction prediction with 1.9M reactions from USPTO patents (1976-2016). Task: Predict the product of the given reaction. (1) Given the reactants I[C:2]1[C:10]2[C:5](=[CH:6][CH:7]=[C:8]([N+:11]([O-:13])=[O:12])[CH:9]=2)[N:4]([CH2:14][O:15][CH2:16][CH2:17][Si:18]([CH3:21])([CH3:20])[CH3:19])[N:3]=1.C(N(CC)CC)C.[F:29][C:30]1[CH:31]=[C:32]([C:36]#[CH:37])[CH:33]=[CH:34][CH:35]=1, predict the reaction product. The product is: [F:29][C:30]1[CH:31]=[C:32]([C:36]#[C:37][C:2]2[C:10]3[C:5](=[CH:6][CH:7]=[C:8]([N+:11]([O-:13])=[O:12])[CH:9]=3)[N:4]([CH2:14][O:15][CH2:16][CH2:17][Si:18]([CH3:21])([CH3:20])[CH3:19])[N:3]=2)[CH:33]=[CH:34][CH:35]=1. (2) Given the reactants [O:1]1[CH2:6][CH2:5][N:4]([C:7]([C:9]2[CH:14]=[CH:13][C:12]([N+:15]([O-])=O)=[C:11]([C:18]([F:21])([F:20])[F:19])[CH:10]=2)=[O:8])[CH2:3][CH2:2]1, predict the reaction product. The product is: [NH2:15][C:12]1[CH:13]=[CH:14][C:9]([C:7]([N:4]2[CH2:3][CH2:2][O:1][CH2:6][CH2:5]2)=[O:8])=[CH:10][C:11]=1[C:18]([F:21])([F:20])[F:19]. (3) Given the reactants [O-]P([O-])([O-])=O.[K+].[K+].[K+].[C@@H:9]1([NH2:16])[CH2:14][CH2:13][CH2:12][CH2:11][C@H:10]1[NH2:15].Br[C:18]1[CH:23]=[CH:22][C:21]([CH3:24])=[CH:20][CH:19]=1, predict the reaction product. The product is: [CH3:24][C:21]1[CH:22]=[CH:23][C:18]([NH:15][C@@H:10]2[CH2:11][CH2:12][CH2:13][CH2:14][C@H:9]2[NH2:16])=[CH:19][CH:20]=1. (4) Given the reactants [CH3:1][N:2]1[C:7]2[C:8](C)=[CH:9][NH:10][C:6]=2[C:5](=[O:12])[N:4]([CH3:13])[C:3]1=[O:14].Br[CH2:16][C:17]([NH:19][C:20]1[S:21][CH:22]=[C:23]([C:25]2[CH:30]=[CH:29][C:28]([F:31])=[C:27]([C:32]([F:35])([F:34])[F:33])[CH:26]=2)[N:24]=1)=[O:18].[H-].[Na+], predict the reaction product. The product is: [CH3:1][N:2]1[C:7]2[CH:8]=[CH:9][N:10]([CH2:16][C:17]([NH:19][C:20]3[S:21][CH:22]=[C:23]([C:25]4[CH:30]=[CH:29][C:28]([F:31])=[C:27]([C:32]([F:35])([F:33])[F:34])[CH:26]=4)[N:24]=3)=[O:18])[C:6]=2[C:5](=[O:12])[N:4]([CH3:13])[C:3]1=[O:14]. (5) Given the reactants Cl.CC1(C)[O:7][CH:6]([CH2:8][O:9][C:10](=[O:27])[CH2:11][CH2:12][CH2:13][CH:14]([CH3:26])[CH2:15][CH2:16][CH2:17][CH:18]([CH3:25])[CH2:19][CH2:20][CH2:21][CH:22]([CH3:24])[CH3:23])[CH2:5][O:4]1.C(OCC)(=O)C.C(=O)(O)[O-].[Na+], predict the reaction product. The product is: [CH3:26][CH:14]([CH2:15][CH2:16][CH2:17][CH:18]([CH3:25])[CH2:19][CH2:20][CH2:21][CH:22]([CH3:24])[CH3:23])[CH2:13][CH2:12][CH2:11][C:10]([O:9][CH2:8][CH:6]([CH2:5][OH:4])[OH:7])=[O:27]. (6) Given the reactants [CH2:1]([O:8][C:9]([NH:11][C@H:12]1[CH2:17][CH2:16][C@@H:15]([NH:18][C:19](=[O:25])[O:20][C:21]([CH3:24])([CH3:23])[CH3:22])[CH2:14][C@H:13]1[C:26](=[S:28])[NH2:27])=[O:10])[C:2]1[CH:7]=[CH:6][CH:5]=[CH:4][CH:3]=1.Cl[CH2:30][C:31](=O)[CH2:32][CH3:33], predict the reaction product. The product is: [CH2:1]([O:8][C:9]([NH:11][C@H:12]1[CH2:17][CH2:16][C@@H:15]([NH:18][C:19](=[O:25])[O:20][C:21]([CH3:24])([CH3:23])[CH3:22])[CH2:14][C@H:13]1[C:26]1[S:28][CH:30]=[C:31]([CH2:32][CH3:33])[N:27]=1)=[O:10])[C:2]1[CH:3]=[CH:4][CH:5]=[CH:6][CH:7]=1.